From a dataset of Forward reaction prediction with 1.9M reactions from USPTO patents (1976-2016). Predict the product of the given reaction. (1) Given the reactants [N+:1]([C:4]1[CH:9]=[CH:8][C:7](F)=[CH:6][C:5]=1[N+:11]([O-:13])=[O:12])([O-:3])=[O:2].[CH3:14][O:15][C:16]([C:18]1[N:19]=[CH:20][NH:21][CH:22]=1)=[O:17].[H-].[Na+].Cl, predict the reaction product. The product is: [CH3:14][O:15][C:16]([C:18]1[N:19]=[CH:20][N:21]([C:7]2[CH:8]=[CH:9][C:4]([N+:1]([O-:3])=[O:2])=[C:5]([N+:11]([O-:13])=[O:12])[CH:6]=2)[CH:22]=1)=[O:17]. (2) Given the reactants [CH2:1]([C:3]1[CH:8]=[C:7]([CH2:9][CH3:10])[CH:6]=[C:5]([CH2:11][CH3:12])[C:4]=1[C:13](=[O:22])[C:14]([N:16]([CH3:21])[N:17]=C(C)C)=[O:15])[CH3:2].C(O)C.Cl.CCCCCC, predict the reaction product. The product is: [CH2:1]([C:3]1[CH:8]=[C:7]([CH2:9][CH3:10])[CH:6]=[C:5]([CH2:11][CH3:12])[C:4]=1[C:13](=[O:22])[C:14]([N:16]([CH3:21])[NH2:17])=[O:15])[CH3:2]. (3) Given the reactants [C:1]1([N:7]2[C:11]([C:12]#[N:13])=[CH:10][N:9]=[N:8]2)[CH:6]=[CH:5][CH:4]=[CH:3][CH:2]=1.[CH2:14]([Mg]Cl)[C:15]1[CH:20]=[CH:19][CH:18]=[CH:17][CH:16]=1.CC(O)CC.[BH4-].[Na+], predict the reaction product. The product is: [C:15]1([CH2:14][CH:12]([C:11]2[N:7]([C:1]3[CH:2]=[CH:3][CH:4]=[CH:5][CH:6]=3)[N:8]=[N:9][CH:10]=2)[NH2:13])[CH:20]=[CH:19][CH:18]=[CH:17][CH:16]=1. (4) The product is: [CH2:24]([NH:23][C:5]1[CH:4]=[CH:3][C:2]([N:1]2[C:38](=[O:39])[C:32]3[C:31](=[CH:30][CH:29]=[C:34]([C:35]([OH:37])=[O:36])[CH:33]=3)[C:41]2=[O:40])=[CH:7][C:6]=1[C:8]1[O:9][C:10]2[CH:16]=[CH:15][C:14]([C:17]3[CH:22]=[CH:21][CH:20]=[CH:19][CH:18]=3)=[CH:13][C:11]=2[N:12]=1)[CH2:25][CH2:26][CH2:27][CH3:28]. Given the reactants [NH2:1][C:2]1[CH:3]=[CH:4][C:5]([NH:23][CH2:24][CH2:25][CH2:26][CH2:27][CH3:28])=[C:6]([C:8]2[O:9][C:10]3[CH:16]=[CH:15][C:14]([C:17]4[CH:22]=[CH:21][CH:20]=[CH:19][CH:18]=4)=[CH:13][C:11]=3[N:12]=2)[CH:7]=1.[CH:29]1[C:34]([C:35]([OH:37])=[O:36])=[CH:33][C:32]2[C:38]([O:40][C:41](=O)[C:31]=2[CH:30]=1)=[O:39], predict the reaction product. (5) Given the reactants [I:1][C:2]1[CH:7]=[CH:6][C:5]([S:8](Cl)(=[O:10])=[O:9])=[CH:4][CH:3]=1.[C:12]1([CH3:20])[CH:17]=[C:16]([CH3:18])[CH:15]=[C:14]([CH3:19])[CH:13]=1.[Al+3].[Cl-].[Cl-].[Cl-].Cl, predict the reaction product. The product is: [I:1][C:2]1[CH:7]=[CH:6][C:5]([S:8]([C:13]2[C:14]([CH3:19])=[CH:15][C:16]([CH3:18])=[CH:17][C:12]=2[CH3:20])(=[O:10])=[O:9])=[CH:4][CH:3]=1. (6) Given the reactants [CH3:1][C:2]1[CH:3]=[C:4]([CH:8]=[CH:9][C:10]=1[C:11]([N:13]1[CH2:17][CH2:16][CH2:15][CH2:14]1)=[O:12])[C:5]([OH:7])=O.CN(C(ON1N=NC2C=CC=CC1=2)=[N+](C)C)C.[B-](F)(F)(F)F.C(N(C(C)C)CC)(C)C.[Cl:49][C:50]1[CH:62]=[CH:61][C:53]2[NH:54][C:55]([C@@H:57]([NH2:60])[CH2:58][CH3:59])=[N:56][C:52]=2[CH:51]=1.ClCl, predict the reaction product. The product is: [Cl:49][C:50]1[CH:62]=[CH:61][C:53]2[NH:54][C:55]([C@@H:57]([NH:60][C:5](=[O:7])[C:4]3[CH:8]=[CH:9][C:10]([C:11]([N:13]4[CH2:17][CH2:16][CH2:15][CH2:14]4)=[O:12])=[C:2]([CH3:1])[CH:3]=3)[CH2:58][CH3:59])=[N:56][C:52]=2[CH:51]=1. (7) Given the reactants C(OC([N:8]1[C:16]2[C:11](=[CH:12][CH:13]=[CH:14][CH:15]=2)[CH:10]=[C:9]1[C:17]1[CH:18]=[N:19][CH:20]=[C:21]([Br:23])[CH:22]=1)=O)(C)(C)C.Cl, predict the reaction product. The product is: [Br:23][C:21]1[CH:22]=[C:17]([C:9]2[NH:8][C:16]3[C:11]([CH:10]=2)=[CH:12][CH:13]=[CH:14][CH:15]=3)[CH:18]=[N:19][CH:20]=1. (8) The product is: [C:11]12[CH2:12][CH2:13][C:14]1=[CH:15][CH:16]=[C:9]([NH:1][C:2]1[CH:7]=[CH:6][CH:5]=[CH:4][CH:3]=1)[CH:10]=2. Given the reactants [NH2:1][C:2]1[CH:7]=[CH:6][CH:5]=[CH:4][CH:3]=1.Br[C:9]1[CH:16]=[CH:15][C:14]2[CH2:13][CH2:12][C:11]=2[CH:10]=1.CC(C)([O-])C.[Na+], predict the reaction product.